This data is from Peptide-MHC class II binding affinity with 134,281 pairs from IEDB. The task is: Regression. Given a peptide amino acid sequence and an MHC pseudo amino acid sequence, predict their binding affinity value. This is MHC class II binding data. The peptide sequence is VPTSWVPQGRTTWSI. The MHC is DRB1_0901 with pseudo-sequence DRB1_0901. The binding affinity (normalized) is 0.455.